From a dataset of Full USPTO retrosynthesis dataset with 1.9M reactions from patents (1976-2016). Predict the reactants needed to synthesize the given product. (1) Given the product [CH3:35][O:34][C:31]1[CH:32]=[CH:33][C:28]([C:27]2[N:8]3[C:7]([CH2:6][C:5](=[O:38])[CH:4]=2)=[CH:19][CH:18]=[CH:16]3)=[CH:29][CH:30]=1, predict the reactants needed to synthesize it. The reactants are: C(O[CH:4](OCC)[CH2:5][CH2:6][CH2:7][NH2:8])C.Cl.CCO[C:16]([CH2:18][C:19](CC(OCC)=O)=O)=O.[CH:27](=O)[C:28]1[CH:33]=[CH:32][C:31]([O:34][CH3:35])=[CH:30][CH:29]=1.C(=O)([O-])[O-:38].[K+].[K+]. (2) Given the product [CH3:44][CH:43]([CH3:45])[C:42]([O:34][CH2:33][C:32]1[C:27]([N:24]2[CH2:23][CH2:22][N:21]([CH2:20][C:17]3[CH:16]=[CH:15][C:14]([CH2:13][N:10]([CH2:9][C:3]4[C:4]([F:8])=[CH:5][CH:6]=[CH:7][C:2]=4[Cl:1])[CH2:11][CH3:12])=[CH:19][CH:18]=3)[CH2:26][CH2:25]2)=[N:28][CH:29]=[CH:30][CH:31]=1)=[O:46], predict the reactants needed to synthesize it. The reactants are: [Cl:1][C:2]1[CH:7]=[CH:6][CH:5]=[C:4]([F:8])[C:3]=1[CH2:9][N:10]([CH2:13][C:14]1[CH:19]=[CH:18][C:17]([CH2:20][N:21]2[CH2:26][CH2:25][N:24]([C:27]3[C:32]([CH2:33][OH:34])=[CH:31][CH:30]=[CH:29][N:28]=3)[CH2:23][CH2:22]2)=[CH:16][CH:15]=1)[CH2:11][CH3:12].C(N(CC)CC)C.[C:42](Cl)(=[O:46])[CH:43]([CH3:45])[CH3:44].CO. (3) The reactants are: C1(S([N:10]2[C:14]3=[N:15][CH:16]=[C:17]([Br:19])[CH:18]=[C:13]3[C:12]([C:20]3[CH:21]=[N:22][N:23]([C:25]([C:38]4[CH:43]=[CH:42][CH:41]=[CH:40][CH:39]=4)([C:32]4[CH:37]=[CH:36][CH:35]=[CH:34][CH:33]=4)[C:26]4[CH:31]=[CH:30][CH:29]=[CH:28][CH:27]=4)[CH:24]=3)=[CH:11]2)(=O)=O)C=CC=CC=1.[H-].[Na+].[CH3:46][Si:47]([CH2:50][CH2:51][O:52][CH2:53]Cl)([CH3:49])[CH3:48].C(OCC)(=O)C. Given the product [Br:19][C:17]1[CH:18]=[C:13]2[C:12]([C:20]3[CH:21]=[N:22][N:23]([C:25]([C:32]4[CH:33]=[CH:34][CH:35]=[CH:36][CH:37]=4)([C:38]4[CH:43]=[CH:42][CH:41]=[CH:40][CH:39]=4)[C:26]4[CH:31]=[CH:30][CH:29]=[CH:28][CH:27]=4)[CH:24]=3)=[CH:11][N:10]([CH2:53][O:52][CH2:51][CH2:50][Si:47]([CH3:49])([CH3:48])[CH3:46])[C:14]2=[N:15][CH:16]=1, predict the reactants needed to synthesize it. (4) Given the product [S:1]1[C:5]2[CH:6]=[CH:7][CH:8]=[CH:9][C:4]=2[C:3]([N:10]2[CH2:11][CH2:12][N:13]([CH2:16][CH2:17][C:18]3[CH:27]=[CH:26][C:25]4[N:24]([CH3:28])[C:23](=[O:30])[C:22]5[CH2:31][CH2:32][CH2:33][C:21]=5[C:20]=4[CH:19]=3)[CH2:14][CH2:15]2)=[N:2]1, predict the reactants needed to synthesize it. The reactants are: [S:1]1[C:5]2[CH:6]=[CH:7][CH:8]=[CH:9][C:4]=2[C:3]([N:10]2[CH2:15][CH2:14][N:13]([CH2:16][CH2:17][C:18]3[CH:27]=[CH:26][C:25]4[N:24]([CH2:28]C)[C:23](=[O:30])[C:22]5[CH2:31][CH2:32][CH2:33][C:21]=5[C:20]=4[CH:19]=3)[CH2:12][CH2:11]2)=[N:2]1.S1C2C=CC=CC=2C(N2CCN(CCC3C=CC4NC(=O)C5CCCC=5C=4C=3)CC2)=N1.[H-].[Na+].IC.